This data is from Reaction yield outcomes from USPTO patents with 853,638 reactions. The task is: Predict the reaction yield, written as a fraction of the theoretical maximum amount of product (1.0 means a 100% yield; for example, 0.34 means a 34% yield). The reactants are [Cl-].O[NH3+:3].[C:4](=[O:7])([O-])[OH:5].[Na+].CS(C)=O.[CH2:13]([C:15]1[N:16]=[C:17]([CH2:47][CH2:48][CH3:49])[N:18]([CH2:32][C:33]2[CH:38]=[CH:37][C:36]([C:39]3[C:40]([C:45]#[N:46])=[CH:41][CH:42]=[CH:43][CH:44]=3)=[CH:35][CH:34]=2)[C:19](=[O:31])[C:20]=1[C:21]1[CH:26]=[CH:25][C:24]([O:27][CH2:28][CH2:29][CH3:30])=[CH:23][CH:22]=1)[CH3:14]. The catalyst is O. The product is [CH2:13]([C:15]1[N:16]=[C:17]([CH2:47][CH2:48][CH3:49])[N:18]([CH2:32][C:33]2[CH:34]=[CH:35][C:36]([C:39]3[CH:44]=[CH:43][CH:42]=[CH:41][C:40]=3[C:45]3[NH:3][C:4](=[O:7])[O:5][N:46]=3)=[CH:37][CH:38]=2)[C:19](=[O:31])[C:20]=1[C:21]1[CH:22]=[CH:23][C:24]([O:27][CH2:28][CH2:29][CH3:30])=[CH:25][CH:26]=1)[CH3:14]. The yield is 0.660.